Dataset: Catalyst prediction with 721,799 reactions and 888 catalyst types from USPTO. Task: Predict which catalyst facilitates the given reaction. (1) The catalyst class is: 812. Product: [Si:5]([O:12][CH2:13][CH2:14][N:15]([C:16]1[CH:17]=[CH:18][CH:19]=[CH:20][CH:21]=1)[C:33](=[O:34])[CH2:32][C:29]1[CH:28]=[CH:27][C:26]([C:24]([O:23][CH3:22])=[O:25])=[CH:31][CH:30]=1)([C:8]([CH3:11])([CH3:10])[CH3:9])([CH3:7])[CH3:6]. Reactant: C(Cl)CCl.[Si:5]([O:12][CH2:13][CH2:14][NH:15][C:16]1[CH:21]=[CH:20][CH:19]=[CH:18][CH:17]=1)([C:8]([CH3:11])([CH3:10])[CH3:9])([CH3:7])[CH3:6].[CH3:22][O:23][C:24]([C:26]1[CH:31]=[CH:30][C:29]([CH2:32][C:33](O)=[O:34])=[CH:28][CH:27]=1)=[O:25].C(Cl)(Cl)Cl. (2) Reactant: [O:1]=[C:2]1[C:6]([C:7]2[CH:12]=[CH:11][CH:10]=[CH:9][CH:8]=2)=[N:5][C:4]2([CH2:17][CH2:16][CH2:15][CH2:14][CH2:13]2)[N:3]1[CH2:18][C:19]([O:21]CC)=[O:20].[OH-].[Na+]. Product: [O:1]=[C:2]1[C:6]([C:7]2[CH:12]=[CH:11][CH:10]=[CH:9][CH:8]=2)=[N:5][C:4]2([CH2:17][CH2:16][CH2:15][CH2:14][CH2:13]2)[N:3]1[CH2:18][C:19]([OH:21])=[O:20]. The catalyst class is: 72. (3) Reactant: FC(F)(F)C(O)=O.[CH2:8]1[C:11]2([CH2:16][CH2:15][N:14](C(OC(C)(C)C)=O)[CH2:13][CH2:12]2)[CH2:10][O:9]1.C(=O)([O-])O.[Na+]. Product: [CH2:8]1[C:11]2([CH2:16][CH2:15][NH:14][CH2:13][CH2:12]2)[CH2:10][O:9]1. The catalyst class is: 4.